From a dataset of Full USPTO retrosynthesis dataset with 1.9M reactions from patents (1976-2016). Predict the reactants needed to synthesize the given product. (1) Given the product [O:12]=[C:9]1[C:10]2[C:5](=[CH:4][CH:3]=[C:2]([C:32]#[C:31][CH2:30][C:24]3[CH:29]=[CH:28][CH:27]=[CH:26][CH:25]=3)[CH:11]=2)[CH:6]=[CH:7][N:8]1[CH2:13][C:14]1[CH:19]=[CH:18][C:17]([S:20]([NH2:23])(=[O:22])=[O:21])=[CH:16][CH:15]=1, predict the reactants needed to synthesize it. The reactants are: Br[C:2]1[CH:11]=[C:10]2[C:5]([CH:6]=[CH:7][N:8]([CH2:13][C:14]3[CH:19]=[CH:18][C:17]([S:20]([NH2:23])(=[O:22])=[O:21])=[CH:16][CH:15]=3)[C:9]2=[O:12])=[CH:4][CH:3]=1.[C:24]1([CH2:30][C:31]#[CH:32])[CH:29]=[CH:28][CH:27]=[CH:26][CH:25]=1.C(N(CC)CC)C. (2) The reactants are: [Cl:1][C:2]1[C:3]([O:13][CH2:14][CH2:15][CH2:16][C:17]2[C:18]([CH:32]([CH3:34])[CH3:33])=[N:19][N:20]([C:22]3[CH:27]=[CH:26][C:25]([C:28]([F:31])([F:30])[F:29])=[CH:24][N:23]=3)[CH:21]=2)=[C:4]([CH2:8][C:9]([O:11]C)=[O:10])[CH:5]=[CH:6][CH:7]=1.[OH-].[Na+].O1CCCC1.Cl. Given the product [Cl:1][C:2]1[C:3]([O:13][CH2:14][CH2:15][CH2:16][C:17]2[C:18]([CH:32]([CH3:34])[CH3:33])=[N:19][N:20]([C:22]3[CH:27]=[CH:26][C:25]([C:28]([F:31])([F:29])[F:30])=[CH:24][N:23]=3)[CH:21]=2)=[C:4]([CH2:8][C:9]([OH:11])=[O:10])[CH:5]=[CH:6][CH:7]=1, predict the reactants needed to synthesize it. (3) Given the product [Cl:23][C:24]1[CH:25]=[C:26]([C:30](=[O:35])[C:31]([O:33][CH3:34])=[O:32])[CH:27]=[CH:28][CH:29]=1, predict the reactants needed to synthesize it. The reactants are: C1C=CC(N=NC2C=CC(N)=NC=2N)=CC=1.Cl.[Cr](Cl)([O-])(=O)=O.[Cl:23][C:24]1[CH:25]=[C:26]([C@@H:30]([OH:35])[C:31]([O:33][CH3:34])=[O:32])[CH:27]=[CH:28][CH:29]=1.[Cr](Cl)([O-])(=O)=O.[NH+]1C=CC=CC=1. (4) The reactants are: [CH3:1]N(C)S(C1C=C2C(C=CN2)=C(Br)C=1)(=O)=O.[CH3:17][C:18]1[C:23]([N+:24]([O-])=O)=[CH:22][C:21]([C:27]([F:30])([F:29])[F:28])=[CH:20][C:19]=1[N+:31]([O-])=O. Given the product [F:28][C:27]([F:30])([F:29])[C:21]1[CH:22]=[C:23]2[C:18]([CH:17]=[CH:1][NH:24]2)=[C:19]([NH2:31])[CH:20]=1, predict the reactants needed to synthesize it. (5) Given the product [C:1]([NH:9][C:10](=[CH:15][N:25]([C:19]1[CH:20]=[CH:21][CH:22]=[CH:23][CH:24]=1)[C:26]1[CH:27]=[CH:28][CH:29]=[CH:30][CH:31]=1)[C:11]([O:13][CH3:14])=[O:12])(=[O:8])[C:2]1[CH:7]=[CH:6][CH:5]=[CH:4][CH:3]=1, predict the reactants needed to synthesize it. The reactants are: [C:1]([NH:9][C:10](=[CH:15]N(C)C)[C:11]([O:13][CH3:14])=[O:12])(=[O:8])[C:2]1[CH:7]=[CH:6][CH:5]=[CH:4][CH:3]=1.[C:19]1([NH:25][C:26]2[CH:31]=[CH:30][CH:29]=[CH:28][CH:27]=2)[CH:24]=[CH:23][CH:22]=[CH:21][CH:20]=1.Cl. (6) Given the product [CH3:14][C:13]1([CH3:15])[N:9]([CH2:8][C:6]2[CH:5]=[CH:4][N:3]=[C:2]([NH:1][C:30]3[CH:31]=[N:32][CH:33]=[N:34][CH:35]=3)[CH:7]=2)[C:10](=[O:28])[N:11]([C:17]2[CH:22]=[CH:21][C:20]([S:23][C:24]([F:27])([F:26])[F:25])=[CH:19][CH:18]=2)[C:12]1=[O:16], predict the reactants needed to synthesize it. The reactants are: [NH2:1][C:2]1[CH:7]=[C:6]([CH2:8][N:9]2[C:13]([CH3:15])([CH3:14])[C:12](=[O:16])[N:11]([C:17]3[CH:22]=[CH:21][C:20]([S:23][C:24]([F:27])([F:26])[F:25])=[CH:19][CH:18]=3)[C:10]2=[O:28])[CH:5]=[CH:4][N:3]=1.Br[C:30]1[CH:31]=[N:32][CH:33]=[N:34][CH:35]=1.CC1(C)C2C=CC=C(P(C3C=CC=CC=3)C3C=CC=CC=3)C=2OC2C1=CC=CC=2P(C1C=CC=CC=1)C1C=CC=CC=1.C(=O)([O-])[O-].[Cs+].[Cs+].